Task: Binary Classification. Given a T-cell receptor sequence (or CDR3 region) and an epitope sequence, predict whether binding occurs between them.. Dataset: TCR-epitope binding with 47,182 pairs between 192 epitopes and 23,139 TCRs (1) The epitope is FPRPWLHGL. The TCR CDR3 sequence is CASRAGGNTGELFF. Result: 0 (the TCR does not bind to the epitope). (2) The epitope is CINGVCWTV. The TCR CDR3 sequence is CASSQDLGLLRDTGELFF. Result: 1 (the TCR binds to the epitope). (3) The epitope is KEIDRLNEV. The TCR CDR3 sequence is CASSLPRGFGRETQYF. Result: 0 (the TCR does not bind to the epitope). (4) The epitope is FVDGVPFVV. The TCR CDR3 sequence is CASSHSTGVDTEAFF. Result: 1 (the TCR binds to the epitope). (5) The epitope is SLFNTVATLY. The TCR CDR3 sequence is CASSIVQGSNQPQHF. Result: 1 (the TCR binds to the epitope). (6) The epitope is NLNESLIDL. The TCR CDR3 sequence is CASSHPSGDSSYEQYF. Result: 1 (the TCR binds to the epitope).